The task is: Predict the reaction yield, written as a fraction of the theoretical maximum amount of product (1.0 means a 100% yield; for example, 0.34 means a 34% yield).. This data is from Reaction yield outcomes from USPTO patents with 853,638 reactions. (1) The reactants are C(N(CC)CC)C.Cl.[Cl:9][CH2:10][CH2:11][NH:12][CH2:13][CH2:14][Cl:15].[CH3:16][S:17](Cl)(=[O:19])=[O:18].O. The catalyst is ClCCl. The product is [Cl:9][CH2:10][CH2:11][N:12]([CH2:13][CH2:14][Cl:15])[S:17]([CH3:16])(=[O:19])=[O:18]. The yield is 0.940. (2) The reactants are [Br:1][C:2]1[CH:6]=[N:5][N:4]([CH3:7])[C:3]=1[C:8]1[CH:9]=[C:10]([NH2:16])[CH:11]=[CH:12][C:13]=1[O:14][CH3:15].[C:17]([C:19]1[CH:20]=[C:21]([N:25]=[C:26]=[O:27])[CH:22]=[CH:23][CH:24]=1)#[N:18]. The catalyst is C(Cl)Cl. The product is [Br:1][C:2]1[CH:6]=[N:5][N:4]([CH3:7])[C:3]=1[C:8]1[CH:9]=[C:10]([NH:16][C:26]([NH:25][C:21]2[CH:22]=[CH:23][CH:24]=[C:19]([C:17]#[N:18])[CH:20]=2)=[O:27])[CH:11]=[CH:12][C:13]=1[O:14][CH3:15]. The yield is 0.580. (3) The reactants are Cl.[NH2:2][OH:3].[OH-].[K+].[CH:6]1([NH:9][C:10](=[O:42])/[C:11](/[C:35]2[CH:40]=[CH:39][C:38]([F:41])=[CH:37][CH:36]=2)=[CH:12]/[C:13]2[CH:34]=[CH:33][C:16]([C:17]([NH:19][CH2:20][C:21]3[CH:26]=[CH:25][C:24]([CH:27]=[CH:28][C:29](OC)=[O:30])=[CH:23][CH:22]=3)=[O:18])=[CH:15][CH:14]=2)[CH2:8][CH2:7]1. The catalyst is CO.C(Cl)Cl.O. The product is [CH:6]1([NH:9][C:10](=[O:42])[C:11]([C:35]2[CH:36]=[CH:37][C:38]([F:41])=[CH:39][CH:40]=2)=[CH:12][C:13]2[CH:34]=[CH:33][C:16]([C:17]([NH:19][CH2:20][C:21]3[CH:26]=[CH:25][C:24](/[CH:27]=[CH:28]/[C:29]([NH:2][OH:3])=[O:30])=[CH:23][CH:22]=3)=[O:18])=[CH:15][CH:14]=2)[CH2:7][CH2:8]1. The yield is 0.250. (4) The reactants are ClC1N=C(C2SC=NC=2C2C=C(NC(=O)C3C(F)=CC=CC=3F)C=CC=2)C=CN=1.Cl.FC(F)(F)C(N1CCC2C(=CC(N)=CC=2)C1)=O.[F:48][C:49]1[CH:91]=[CH:90][CH:89]=[C:88]([F:92])[C:50]=1[C:51]([NH:53][C:54]1[CH:59]=[CH:58][CH:57]=[C:56]([C:60]2[N:61]=[CH:62][S:63][C:64]=2[C:65]2[CH:70]=[CH:69][N:68]=[C:67]([NH:71][C:72]3[CH:81]=[C:80]4[C:75]([CH2:76][CH2:77][N:78](C(=O)C(F)(F)F)[CH2:79]4)=[CH:74][CH:73]=3)[N:66]=2)[CH:55]=1)=[O:52].[Li+].[OH-].C(O)(C(F)(F)F)=O. The catalyst is C1COCC1.CCOCC.O. The product is [F:92][C:88]1[CH:89]=[CH:90][CH:91]=[C:49]([F:48])[C:50]=1[C:51]([NH:53][C:54]1[CH:59]=[CH:58][CH:57]=[C:56]([C:60]2[N:61]=[CH:62][S:63][C:64]=2[C:65]2[CH:70]=[CH:69][N:68]=[C:67]([NH:71][C:72]3[CH:81]=[C:80]4[C:75]([CH2:76][CH2:77][NH:78][CH2:79]4)=[CH:74][CH:73]=3)[N:66]=2)[CH:55]=1)=[O:52]. The yield is 0.470. (5) The reactants are [NH2:1][CH2:2][CH:3]1[S:7][C:6]([C:8]2[NH:9][C:10]3[C:15]([CH:16]=2)=[CH:14][CH:13]=[CH:12][C:11]=3[N:17]([CH3:26])[S:18]([C:21]2[S:22][CH:23]=[CH:24][CH:25]=2)(=[O:20])=[O:19])=[N:5][CH2:4]1.[C:27](OC(=O)C)(=[O:29])[CH3:28].O. The catalyst is CN(C)C(=O)C. The product is [CH3:26][N:17]([S:18]([C:21]1[S:22][CH:23]=[CH:24][CH:25]=1)(=[O:20])=[O:19])[C:11]1[CH:12]=[CH:13][CH:14]=[C:15]2[C:10]=1[NH:9][C:8]([C:6]1[S:7][CH:3]([CH2:2][NH:1][C:27](=[O:29])[CH3:28])[CH2:4][N:5]=1)=[CH:16]2. The yield is 0.680. (6) The reactants are [C:1]1([C:7]2[N:12]=[C:11]3[S:13][C:14]4[CH2:18][CH2:17][CH2:16][C:15]=4[C:10]3=[C:9]([C:19]3[CH:24]=[CH:23][C:22]([CH3:25])=[CH:21][CH:20]=3)[C:8]=2[CH:26]([CH2:31][CH2:32][CH3:33])[C:27]([O:29]C)=[O:28])[CH:6]=[CH:5][CH:4]=[CH:3][CH:2]=1.[OH-].[Na+]. The catalyst is CO. The product is [C:1]1([C:7]2[N:12]=[C:11]3[S:13][C:14]4[CH2:18][CH2:17][CH2:16][C:15]=4[C:10]3=[C:9]([C:19]3[CH:20]=[CH:21][C:22]([CH3:25])=[CH:23][CH:24]=3)[C:8]=2[CH:26]([CH2:31][CH2:32][CH3:33])[C:27]([OH:29])=[O:28])[CH:6]=[CH:5][CH:4]=[CH:3][CH:2]=1. The yield is 0.390. (7) The reactants are [CH:1]1([CH:7]([C:18]2[CH:22]=[C:21]([CH2:23][CH:24]([CH3:26])[CH3:25])[S:20][C:19]=2[CH2:27][CH3:28])[O:8][C:9]2[CH:17]=[CH:16][C:12]([C:13](O)=[O:14])=[CH:11][CH:10]=2)[CH2:6][CH2:5][CH2:4][CH2:3][CH2:2]1.[CH3:29][NH:30][CH2:31][CH2:32][C:33]([O:35]CC)=[O:34]. No catalyst specified. The product is [CH:1]1([CH:7]([C:18]2[CH:22]=[C:21]([CH2:23][CH:24]([CH3:25])[CH3:26])[S:20][C:19]=2[CH2:27][CH3:28])[O:8][C:9]2[CH:17]=[CH:16][C:12]([C:13]([N:30]([CH3:29])[CH2:31][CH2:32][C:33]([OH:35])=[O:34])=[O:14])=[CH:11][CH:10]=2)[CH2:6][CH2:5][CH2:4][CH2:3][CH2:2]1. The yield is 0.510.